From a dataset of Peptide-MHC class II binding affinity with 134,281 pairs from IEDB. Regression. Given a peptide amino acid sequence and an MHC pseudo amino acid sequence, predict their binding affinity value. This is MHC class II binding data. (1) The binding affinity (normalized) is 0. The peptide sequence is KEVSGVKGFTLGRDG. The MHC is DRB1_1101 with pseudo-sequence DRB1_1101. (2) The peptide sequence is HDGGCRKELAAVSVD. The MHC is DRB1_0404 with pseudo-sequence DRB1_0404. The binding affinity (normalized) is 0.174.